This data is from Catalyst prediction with 721,799 reactions and 888 catalyst types from USPTO. The task is: Predict which catalyst facilitates the given reaction. (1) Reactant: C1(C(N)=O)(C(N)=O)CC1.[F:10][C:11]1[CH:16]=[CH:15][C:14]([NH:17][C:18]([C:20]2([C:23]([NH:25][C:26]3[CH:31]=[CH:30][C:29]([O:32][C:33]4[C:42]5[C:37](=[CH:38][C:39]([OH:45])=[C:40]([O:43][CH3:44])[CH:41]=5)[N:36]=[CH:35][CH:34]=4)=[C:28]([F:46])[CH:27]=3)=[O:24])[CH2:22][CH2:21]2)=[O:19])=[CH:13][CH:12]=1.[CH2:47]([N:49]([CH2:53][CH3:54])[CH2:50][CH2:51]O)[CH3:48].C1C=CC(P(C2C=CC=CC=2)C2C=CC=CC=2)=CC=1.CC(OC(/N=N/C(OC(C)C)=O)=O)C. Product: [CH2:47]([N:49]([CH2:53][CH3:54])[CH2:50][CH2:51][O:45][C:39]1[CH:38]=[C:37]2[C:42]([C:33]([O:32][C:29]3[CH:30]=[CH:31][C:26]([NH:25][C:23]([C:20]4([C:18]([NH:17][C:14]5[CH:15]=[CH:16][C:11]([F:10])=[CH:12][CH:13]=5)=[O:19])[CH2:21][CH2:22]4)=[O:24])=[CH:27][C:28]=3[F:46])=[CH:34][CH:35]=[N:36]2)=[CH:41][C:40]=1[O:43][CH3:44])[CH3:48]. The catalyst class is: 2. (2) The catalyst class is: 217. Reactant: [S:1]1[CH:5]=[CH:4][CH:3]=[CH:2]1.C([Li])CCC.[CH2:11](Br)[CH2:12][CH2:13][CH2:14][CH2:15][CH2:16][CH2:17][CH2:18][CH2:19][CH2:20][CH2:21][CH3:22].O. Product: [CH2:22]([C:2]1[S:1][CH:5]=[CH:4][CH:3]=1)[CH2:21][CH2:20][CH2:19][CH2:18][CH2:17][CH2:16][CH2:15][CH2:14][CH2:13][CH2:12][CH3:11]. (3) Reactant: C(OC([N:8]1[C:16]2[CH2:15][CH2:14][N:13]([CH:17]([C:30]3[CH:35]=[CH:34][CH:33]=[CH:32][C:31]=3[Cl:36])[CH2:18][CH2:19][CH2:20][CH2:21][C:22]([C:25]([O:27][CH2:28][CH3:29])=[O:26])([CH3:24])[CH3:23])[CH2:12][C:11]=2[CH:10]=[CH:9]1)=O)(C)(C)C.FC(F)(F)C(O)=O. Product: [CH2:28]([O:27][C:25](=[O:26])[C:22]([CH3:24])([CH3:23])[CH2:21][CH2:20][CH2:19][CH2:18][CH:17]([C:30]1[CH:35]=[CH:34][CH:33]=[CH:32][C:31]=1[Cl:36])[N:13]1[CH2:14][CH2:15][C:16]2[NH:8][CH:9]=[CH:10][C:11]=2[CH2:12]1)[CH3:29]. The catalyst class is: 4.